Dataset: Experimentally validated miRNA-target interactions with 360,000+ pairs, plus equal number of negative samples. Task: Binary Classification. Given a miRNA mature sequence and a target amino acid sequence, predict their likelihood of interaction. (1) The miRNA is mmu-miR-541-5p with sequence AAGGGAUUCUGAUGUUGGUCACACU. The protein sequence of the target gene is MPPPAEVTDPSHAPAVLHQLNEQRLRGLFCDVTLIAGDTKFPAHRSVLAASSPFFREALLASAPLPLPPVTGGSAPSPATTTAASSSSSSPPPASPHSSSPPRVLELPGVPAAAFSDVLNFIYSARLALPGGGGDGAAVAEIGALGRRLGISRLQGLGEGGDTWVPPAPTSMVTSDPTEDGLGAGPRTDGEWVGDKAEALTPDSQPRRPFPCPRCGKSFIHPKRLQTHEAQCRRGSNTRGSAGLGPGVSGSGGPAGVDASALPQPVGFRDGPEHVVKVVGGHVLYVCAACERSYVTLSSL.... Result: 1 (interaction). (2) The miRNA is hsa-miR-190a-5p with sequence UGAUAUGUUUGAUAUAUUAGGU. The protein sequence of the target gene is MAGAATQASLESAPRIMRLVAECSRSRARAGELWLPHGTVATPVFMPVGTQATMKGITTEQLDALGCRICLGNTYHLGLRPGPELIQKANGLHGFMNWPHNLLTDSGGFQMVSLVSLSEVTEEGVRFRSPYDGNETLLSPEKSVQIQNALGSDIIMQLDDVVSSTVTGPRVEEAMYRSIRWLDRCIAAHQRPDKQNLFAIIQGGLDADLRATCLEEMTKRDVPGFAIGGLSGGESKSQFWRMVALSTSRLPKDKPRYLMGVGYATDLVVCVALGCDMFDCVFPTRTARFGSALVPTGNLQ.... Result: 0 (no interaction). (3) The miRNA is hsa-miR-4282 with sequence UAAAAUUUGCAUCCAGGA. The protein sequence of the target gene is MFPLRALWLVWALLGVAGSCPEPCACVDKYAHQFADCAYKELREVPEGLPANVTTLSLSANKITVLRRGAFADVTQVTSLWLAHNEVRTVEPGALAVLSQLKNLDLSHNFISSFPWSDLRNLSALQLLKMNHNRLGSLPRDALGALPDLRSLRINNNRLRTLAPGTFDALSALSHLQLYHNPFHCGCGLVWLQAWAASTRVSLPEPDSIACASPPALQGVPVYRLPALPCAPPSVHLSAEPPLEAPGTPLRAGLAFVLHCIADGHPTPRLQWQLQIPGGTVVLEPPVLSGEDDGVGAEEG.... Result: 1 (interaction). (4) The miRNA is mmu-miR-223-3p with sequence UGUCAGUUUGUCAAAUACCCCA. The protein sequence of the target gene is MAFLTGPRLLDWASSPPHLQFNKFVLTGYRPASSGSGCLRSLFYLHNELGNIYTHGLALLGFLVLVPMTMPWSQLGKDGWLGGTHCVACLVPPAASVLYHLFMCHQGGSPVYTRLLALDMCGVCLVNTLGALPIIHCTLACRPWLRPAALMGYTALSGVAGWRALTAPSTSARLRAFGWQAGARLLVFGARGVGLGSGAPGSLPCYLRMDALALLGGLVNVARLPERWGPGRFDYWGNSHQIMHLLSVGSILQLHAGVVPDLLWAAHHACPPD. Result: 1 (interaction). (5) The miRNA is mmu-miR-3084-3p with sequence UUCUGCCAGUCUCCUUCAGAC. The protein sequence of the target gene is MAVKVHTTKRGDPHELRNIFLQYASTEVDGEHYMTPEDFVQRYLGLYNDPNSNPKIVQLLAGVADQTKDGLISYQEFLAFESVLCAPDSMFIVAFQLFDKSGNGEVTFENVKEIFGQTIIHHHIPFNWDCEFIRLHFGHNRKKHLNYVEFTQFLQELQLEHARQAFALKDKSKSGMISGLDFSDVMVTIRSHMLTPFVEENLVSAAGGGTSHQVSFSYFNAFNSLLNNMELVRKIYSTLAGTRKDIEVTKEEFAQSAIRYGQVTPLEIDILYQLADLYNASGRLTLADIERIAPLAEGAL.... Result: 0 (no interaction). (6) The miRNA is hsa-miR-505-3p with sequence CGUCAACACUUGCUGGUUUCCU. The protein sequence of the target gene is MQLPPALCARLAAGPGAAEPLPVERDPAAGAAPFRFVARPVRFPREHQFFEDGDVQRHLYLQDVIMQVADVPEKPRVPAFACQVAGCCQVFDALDDYEHHYHTLHGNVCSFCKRAFPSGHLLDAHILEWHDSLFQILSERQDMYQCLVEGCTEKFKTSRDRKDHMVRMHLYPADFRFDKPKKSRSPASAEAPGDSGERSEGEAMEICSEPVAASPAPAGERRIYRHRIPSTICFGQGAARGFKSNKKKTKQC. Result: 1 (interaction). (7) The miRNA is hsa-miR-10a-5p with sequence UACCCUGUAGAUCCGAAUUUGUG. The protein sequence of the target gene is MECPSCQHVSKEETPKFCSQCGERLPPAAPIADSENNNSTMASASEGEMECGQELKEEGGPCLFPGSDSWQENPEEPCSKASWTVQESKKKKRKKKKKGNKSASSELASLPLSPASPCHLTLLSNPWPQDTALPHSQAQQSGPTGQPSQPPGTATTPLEGDGLSAPTEVGDSPLQAQALGEAGVATGSEAQSSPQFQDHTEGEDQDASIPSGGRGLSQEGTGPPTSAGEGHSRTEDAAQELLLPESKGGSSEPGTELQTTEQQAGASASMAVDAVAEPANAVKGAGKEMKEKTQRMKQPP.... Result: 1 (interaction). (8) The miRNA is hsa-miR-490-5p with sequence CCAUGGAUCUCCAGGUGGGU. The protein sequence of the target gene is MASSSNWLSGVNVVLVMAYGSLVFVLLFIFVKRQIMRFAMKSRRGPHVPVGHNAPKDLKEEIDIRLSRVQDIKYEPQLLADDDTRLLQLETQGNQSCYNYLYRMKALDAIRASEIPFHAEGRHPCSLMGKNFRSYLLDLRNTSTPFKGVGKALIDTLLDGYETARYGTGVFGQSEYLRYQEALSELATVVKARIGSSQRQHQSAAKDLTQSPEMSPTTIQVTYLPSSQKSKRPKHFLELKSFKDNYNTLESTL. Result: 0 (no interaction).